From a dataset of Peptide-MHC class II binding affinity with 134,281 pairs from IEDB. Regression. Given a peptide amino acid sequence and an MHC pseudo amino acid sequence, predict their binding affinity value. This is MHC class II binding data. (1) The peptide sequence is VVIQDNSDIKVVPRRKAKII. The binding affinity (normalized) is 0.271. The MHC is DRB3_0101 with pseudo-sequence DRB3_0101. (2) The peptide sequence is LGHRDALEDDLLNRN. The MHC is DRB1_1302 with pseudo-sequence DRB1_1302. The binding affinity (normalized) is 0.